Dataset: Peptide-MHC class I binding affinity with 185,985 pairs from IEDB/IMGT. Task: Regression. Given a peptide amino acid sequence and an MHC pseudo amino acid sequence, predict their binding affinity value. This is MHC class I binding data. (1) The peptide sequence is GVNACQVGV. The MHC is HLA-B58:01 with pseudo-sequence HLA-B58:01. The binding affinity (normalized) is 0.448. (2) The peptide sequence is SHEQGDIAL. The MHC is HLA-B39:01 with pseudo-sequence HLA-B39:01. The binding affinity (normalized) is 0.581. (3) The peptide sequence is APHLLLIVI. The MHC is HLA-B35:01 with pseudo-sequence HLA-B35:01. The binding affinity (normalized) is 0.0378. (4) The peptide sequence is AAMVLLLRK. The MHC is HLA-A11:01 with pseudo-sequence HLA-A11:01. The binding affinity (normalized) is 1.00.